From a dataset of NCI-60 drug combinations with 297,098 pairs across 59 cell lines. Regression. Given two drug SMILES strings and cell line genomic features, predict the synergy score measuring deviation from expected non-interaction effect. (1) Drug 1: CN(CC1=CN=C2C(=N1)C(=NC(=N2)N)N)C3=CC=C(C=C3)C(=O)NC(CCC(=O)O)C(=O)O. Drug 2: CC(C)NC(=O)C1=CC=C(C=C1)CNNC.Cl. Cell line: UO-31. Synergy scores: CSS=46.9, Synergy_ZIP=0.224, Synergy_Bliss=0.430, Synergy_Loewe=-11.3, Synergy_HSA=-1.20. (2) Drug 1: CCC1=C2CN3C(=CC4=C(C3=O)COC(=O)C4(CC)O)C2=NC5=C1C=C(C=C5)O. Drug 2: COCCOC1=C(C=C2C(=C1)C(=NC=N2)NC3=CC=CC(=C3)C#C)OCCOC.Cl. Cell line: RXF 393. Synergy scores: CSS=2.57, Synergy_ZIP=1.52, Synergy_Bliss=2.46, Synergy_Loewe=3.49, Synergy_HSA=2.18. (3) Drug 1: CC1=C(N=C(N=C1N)C(CC(=O)N)NCC(C(=O)N)N)C(=O)NC(C(C2=CN=CN2)OC3C(C(C(C(O3)CO)O)O)OC4C(C(C(C(O4)CO)O)OC(=O)N)O)C(=O)NC(C)C(C(C)C(=O)NC(C(C)O)C(=O)NCCC5=NC(=CS5)C6=NC(=CS6)C(=O)NCCC[S+](C)C)O. Drug 2: CC(C)NC(=O)C1=CC=C(C=C1)CNNC.Cl. Cell line: CCRF-CEM. Synergy scores: CSS=29.9, Synergy_ZIP=-8.83, Synergy_Bliss=-3.82, Synergy_Loewe=-18.4, Synergy_HSA=-5.31. (4) Drug 1: C1=CC(=C2C(=C1NCCNCCO)C(=O)C3=C(C=CC(=C3C2=O)O)O)NCCNCCO. Drug 2: CC1C(C(CC(O1)OC2CC(CC3=C2C(=C4C(=C3O)C(=O)C5=C(C4=O)C(=CC=C5)OC)O)(C(=O)CO)O)N)O.Cl. Cell line: CAKI-1. Synergy scores: CSS=41.5, Synergy_ZIP=-10.5, Synergy_Bliss=-5.79, Synergy_Loewe=-2.47, Synergy_HSA=-0.966. (5) Drug 1: CC=C1C(=O)NC(C(=O)OC2CC(=O)NC(C(=O)NC(CSSCCC=C2)C(=O)N1)C(C)C)C(C)C. Drug 2: COC1=C2C(=CC3=C1OC=C3)C=CC(=O)O2. Cell line: HL-60(TB). Synergy scores: CSS=69.0, Synergy_ZIP=0.924, Synergy_Bliss=-0.947, Synergy_Loewe=-44.0, Synergy_HSA=-1.29.